Dataset: Catalyst prediction with 721,799 reactions and 888 catalyst types from USPTO. Task: Predict which catalyst facilitates the given reaction. (1) Reactant: [F:1][C:2]1[CH:18]=[CH:17][C:5]([NH:6][S:7]([C:10]2[CH:15]=[CH:14][C:13]([CH3:16])=[CH:12][CH:11]=2)(=[O:9])=[O:8])=[CH:4][CH:3]=1.[N+:19]([O-])([OH:21])=[O:20].O. Product: [F:1][C:2]1[CH:18]=[CH:17][C:5]([NH:6][S:7]([C:10]2[CH:15]=[CH:14][C:13]([CH3:16])=[CH:12][CH:11]=2)(=[O:9])=[O:8])=[C:4]([N+:19]([O-:21])=[O:20])[CH:3]=1. The catalyst class is: 15. (2) Reactant: [CH3:1][O:2][C:3]([C@@H:5]([N:13]1[CH2:21][C:17]2[CH:18]=[CH:19][S:20][C:16]=2[CH2:15][CH2:14]1)[C:6]1[CH:7]=[CH:8][CH:9]=[CH:10][C:11]=1[Cl:12])=[O:4].C(Cl)CCl.[S:26](=[O:30])(=[O:29])([OH:28])[OH:27]. Product: [CH3:1][O:2][C:3]([C@@H:5]([N:13]1[CH2:21][C:17]2[CH:18]=[CH:19][S:20][C:16]=2[CH2:15][CH2:14]1)[C:6]1[C:11]([Cl:12])=[CH:10][CH:9]=[CH:8][CH:7]=1)=[O:4].[OH:29][S:26]([OH:30])(=[O:28])=[O:27]. The catalyst class is: 824. (3) Reactant: [Cl:1][C:2]1[N:11]=[CH:10][C:9]2[NH:8][CH2:7][C@@H:6]3[CH2:12][O:13][CH2:14][CH2:15][N:5]3[C:4]=2[N:3]=1.CC(C)([O-])C.[Na+].Cl[CH2:23][C:24]1[O:28][CH:27]=[N:26][CH:25]=1. Product: [Cl:1][C:2]1[N:11]=[CH:10][C:9]2[N:8]([CH2:23][C:24]3[O:28][CH:27]=[N:26][CH:25]=3)[CH2:7][C@@H:6]3[CH2:12][O:13][CH2:14][CH2:15][N:5]3[C:4]=2[N:3]=1. The catalyst class is: 16. (4) Reactant: [CH:1]1([N:5]2[CH2:11][CH2:10][C:9]3[CH:12]=[CH:13][C:14]([CH:16]4[CH2:21][CH2:20][N:19]([C:22]5[CH:27]=[CH:26][C:25](I)=[CH:24][N:23]=5)[CH2:18][CH2:17]4)=[CH:15][C:8]=3[CH2:7][CH2:6]2)[CH2:4][CH2:3][CH2:2]1.[NH:29]1[CH2:33][CH2:32][CH2:31][C:30]1=[O:34].C(=O)([O-])[O-].[K+].[K+].CNCCNC. Product: [CH:1]1([N:5]2[CH2:11][CH2:10][C:9]3[CH:12]=[CH:13][C:14]([CH:16]4[CH2:21][CH2:20][N:19]([C:22]5[N:23]=[CH:24][C:25]([N:29]6[CH2:33][CH2:32][CH2:31][C:30]6=[O:34])=[CH:26][CH:27]=5)[CH2:18][CH2:17]4)=[CH:15][C:8]=3[CH2:7][CH2:6]2)[CH2:4][CH2:3][CH2:2]1. The catalyst class is: 185. (5) Reactant: C(Cl)(=O)C(Cl)=O.[Cl:7][C:8]1[N:9]=[CH:10][C:11]([C:14]([OH:16])=O)=[N:12][CH:13]=1.[CH3:17][NH:18][CH3:19].C(N(CC)CC)C. Product: [Cl:7][C:8]1[N:9]=[CH:10][C:11]([C:14]([N:18]([CH3:19])[CH3:17])=[O:16])=[N:12][CH:13]=1. The catalyst class is: 139. (6) Product: [Br:1][C:2]1[CH:3]=[C:4]([O:8][CH2:12][C:13]([C:15]2[CH:16]=[CH:17][C:18]([O:21][C:22]([F:23])([F:24])[F:25])=[CH:19][CH:20]=2)=[O:14])[CH:5]=[N:6][CH:7]=1. Reactant: [Br:1][C:2]1[CH:3]=[C:4]([OH:8])[CH:5]=[N:6][CH:7]=1.[H-].[Na+].Br[CH2:12][C:13]([C:15]1[CH:20]=[CH:19][C:18]([O:21][C:22]([F:25])([F:24])[F:23])=[CH:17][CH:16]=1)=[O:14].[Cl-].[NH4+]. The catalyst class is: 9. (7) Reactant: [NH2:1][C:2]1[CH:10]=[CH:9][C:8]([OH:11])=[CH:7][C:3]=1[C:4]([OH:6])=[O:5].S(=O)(=O)(O)O.[C:17](=O)(O)[O-].[Na+]. Product: [NH2:1][C:2]1[CH:10]=[CH:9][C:8]([OH:11])=[CH:7][C:3]=1[C:4]([O:6][CH3:17])=[O:5]. The catalyst class is: 5. (8) Reactant: [CH:1]12[NH:8][CH:5]([CH2:6][CH2:7]1)[CH2:4][CH:3]([O:9][CH2:10][C:11]1[C:12]([C:19]3[CH:24]=[CH:23][CH:22]=[CH:21][C:20]=3[O:25][C:26]([F:29])([F:28])[F:27])=[N:13][O:14][C:15]=1[CH:16]1[CH2:18][CH2:17]1)[CH2:2]2.CN(C)C(=O)C.C(=O)([O-])[O-].[Cs+].[Cs+].Br[C:43]1[S:44][C:45]2[CH:51]=[C:50]([C:52]([O:54][CH3:55])=[O:53])[CH:49]=[C:48]([F:56])[C:46]=2[N:47]=1. Product: [CH:16]1([C:15]2[O:14][N:13]=[C:12]([C:19]3[CH:24]=[CH:23][CH:22]=[CH:21][C:20]=3[O:25][C:26]([F:28])([F:27])[F:29])[C:11]=2[CH2:10][O:9][CH:3]2[CH2:2][CH:1]3[N:8]([C:43]4[S:44][C:45]5[CH:51]=[C:50]([C:52]([O:54][CH3:55])=[O:53])[CH:49]=[C:48]([F:56])[C:46]=5[N:47]=4)[CH:5]([CH2:6][CH2:7]3)[CH2:4]2)[CH2:17][CH2:18]1. The catalyst class is: 13. (9) Reactant: ClCC([NH:5][C:6]([N:8]([C:10](=[O:35])[C:11]1[CH:16]=[CH:15][C:14]([C:17]2[CH2:21][C:20]([C:26]3[CH:31]=[C:30]([Cl:32])[CH:29]=[C:28]([Cl:33])[CH:27]=3)([C:22]([F:25])([F:24])[F:23])[O:19][N:18]=2)=[CH:13][C:12]=1[CH3:34])[CH3:9])=[O:7])=O.C(N(CC)CC)C. Product: [C:6]([N:8]([CH3:9])[C:10](=[O:35])[C:11]1[CH:16]=[CH:15][C:14]([C:17]2[CH2:21][C:20]([C:26]3[CH:27]=[C:28]([Cl:33])[CH:29]=[C:30]([Cl:32])[CH:31]=3)([C:22]([F:25])([F:23])[F:24])[O:19][N:18]=2)=[CH:13][C:12]=1[CH3:34])(=[O:7])[NH2:5]. The catalyst class is: 5. (10) Reactant: [OH:1][CH2:2][CH:3]1[CH2:8][CH2:7][N:6]([C:9]([O:11][C:12]([CH3:15])([CH3:14])[CH3:13])=[O:10])[CH2:5][CH2:4]1.[Cl:16][C:17]1[CH:22]=[C:21]([O:23][CH2:24][C:25]2[CH:30]=[CH:29][CH:28]=[CH:27][CH:26]=2)[CH:20]=[C:19]([Cl:31])[C:18]=1O.C1(P(C2C=CC=CC=2)C2C=CC=CC=2)C=CC=CC=1.N(C(OC(C)C)=O)=NC(OC(C)C)=O. Product: [Cl:16][C:17]1[CH:22]=[C:21]([O:23][CH2:24][C:25]2[CH:30]=[CH:29][CH:28]=[CH:27][CH:26]=2)[CH:20]=[C:19]([Cl:31])[C:18]=1[O:1][CH2:2][CH:3]1[CH2:8][CH2:7][N:6]([C:9]([O:11][C:12]([CH3:15])([CH3:14])[CH3:13])=[O:10])[CH2:5][CH2:4]1. The catalyst class is: 1.